From a dataset of Catalyst prediction with 721,799 reactions and 888 catalyst types from USPTO. Predict which catalyst facilitates the given reaction. (1) Reactant: [ClH:1].[CH3:2][N:3]([CH3:10])[CH2:4]/[CH:5]=[CH:6]/[C:7](O)=[O:8].C(Cl)(=O)C([Cl:14])=O. Product: [ClH:14].[CH3:2][N:3]([CH3:10])[CH2:4]/[CH:5]=[CH:6]/[C:7]([Cl:1])=[O:8]. The catalyst class is: 444. (2) Reactant: [Br:1][C:2]1[CH:3]=[C:4]2[C:9](=[CH:10][CH:11]=1)[C:8](=[O:12])[NH:7][C:6](=[O:13])/[C:5]/2=[CH:14]/OC.Cl.[CH3:18][N:19]([CH3:31])[CH2:20][CH2:21][N:22]([CH3:30])[C:23]1[CH:28]=[CH:27][C:26]([NH2:29])=[CH:25][CH:24]=1.C(N(CC)CC)C. Product: [Br:1][C:2]1[CH:3]=[C:4]2[C:9](=[CH:10][CH:11]=1)[C:8](=[O:12])[NH:7][C:6](=[O:13])/[C:5]/2=[CH:14]\[NH:29][C:26]1[CH:25]=[CH:24][C:23]([N:22]([CH2:21][CH2:20][N:19]([CH3:31])[CH3:18])[CH3:30])=[CH:28][CH:27]=1. The catalyst class is: 9. (3) Reactant: [C:1]([O:5][C:6]([N:8]1[CH2:13][CH2:12][N:11]([C:14]2[S:15][C:16]([S:19]([CH2:22][CH3:23])(=[O:21])=[O:20])=[CH:17][N:18]=2)[CH2:10][CH2:9]1)=[O:7])([CH3:4])([CH3:3])[CH3:2].[CH3:24][Si]([NH-])(C)C.C[Si]([NH-])(C)C.[K+].[K+].IC.C(OCC)(=O)C.CCCCCCC. Product: [C:1]([O:5][C:6]([N:8]1[CH2:13][CH2:12][N:11]([C:14]2[S:15][C:16]([S:19]([CH:22]([CH3:24])[CH3:23])(=[O:21])=[O:20])=[CH:17][N:18]=2)[CH2:10][CH2:9]1)=[O:7])([CH3:4])([CH3:3])[CH3:2]. The catalyst class is: 7. (4) Reactant: C(OC(=O)[NH:7][CH2:8][CH2:9][CH2:10][CH2:11][C@H:12]([NH:36][C:37](=[O:51])[C:38]1[CH:43]=[CH:42][C:41]([C:44]2([C:47]([F:50])([F:49])[F:48])[N:46]=[N:45]2)=[CH:40][CH:39]=1)[C:13]([N:15]([CH3:35])[CH2:16][CH2:17][N:18]([CH3:34])[C:19](=[O:33])[CH2:20][CH2:21][CH2:22][CH2:23][C@H:24]1[C@@H:31]2[C@@H:27]([NH:28][C:29](=[O:32])[NH:30]2)[CH2:26][S:25]1)=[O:14])(C)(C)C.C(OCC)(=O)C.Cl. Product: [NH2:7][CH2:8][CH2:9][CH2:10][CH2:11][C@H:12]([NH:36][C:37](=[O:51])[C:38]1[CH:43]=[CH:42][C:41]([C:44]2([C:47]([F:49])([F:50])[F:48])[N:45]=[N:46]2)=[CH:40][CH:39]=1)[C:13](=[O:14])[N:15]([CH3:35])[CH2:16][CH2:17][N:18]([CH3:34])[C:19](=[O:33])[CH2:20][CH2:21][CH2:22][CH2:23][C@H:24]1[C@@H:31]2[C@@H:27]([NH:28][C:29](=[O:32])[NH:30]2)[CH2:26][S:25]1. The catalyst class is: 13. (5) Reactant: [NH2:1][C:2]1[C:10]2[C:5](=[N:6][C:7]([CH3:15])=[CH:8][C:9]=2[C:11]([F:14])([F:13])[F:12])[S:4][C:3]=1[C:16]([OH:18])=O.CN(C(ON1N=NC2C=CC=NC1=2)=[N+](C)C)C.F[P-](F)(F)(F)(F)F.CCN(C(C)C)C(C)C.[F:52][C:53]1[CH:54]=[C:55]([CH2:59][CH2:60][NH2:61])[CH:56]=[CH:57][CH:58]=1. Product: [NH2:1][C:2]1[C:10]2[C:5](=[N:6][C:7]([CH3:15])=[CH:8][C:9]=2[C:11]([F:12])([F:13])[F:14])[S:4][C:3]=1[C:16]([NH:61][CH2:60][CH2:59][C:55]1[CH:56]=[CH:57][CH:58]=[C:53]([F:52])[CH:54]=1)=[O:18]. The catalyst class is: 3.